From a dataset of Full USPTO retrosynthesis dataset with 1.9M reactions from patents (1976-2016). Predict the reactants needed to synthesize the given product. Given the product [CH3:3][O:4][C:5](=[O:14])[C:6]1[CH:11]=[CH:10][C:9]([NH:12][CH3:15])=[CH:8][C:7]=1[F:13], predict the reactants needed to synthesize it. The reactants are: C=O.[CH3:3][O:4][C:5](=[O:14])[C:6]1[CH:11]=[CH:10][C:9]([NH2:12])=[CH:8][C:7]=1[F:13].[C:15](O)(=O)C.C(O[BH-](OC(=O)C)OC(=O)C)(=O)C.[Na+].